Dataset: Full USPTO retrosynthesis dataset with 1.9M reactions from patents (1976-2016). Task: Predict the reactants needed to synthesize the given product. Given the product [NH2:14][C:15]1[N:20]=[C:19]([C:21]([NH:11][CH2:10][C:6]2[CH:7]=[CH:8][CH:9]=[C:4]([O:3][C:2]([F:12])([F:13])[F:1])[CH:5]=2)=[O:22])[CH:18]=[CH:17][N:16]=1, predict the reactants needed to synthesize it. The reactants are: [F:1][C:2]([F:13])([F:12])[O:3][C:4]1[CH:5]=[C:6]([CH2:10][NH2:11])[CH:7]=[CH:8][CH:9]=1.[NH2:14][C:15]1[N:20]=[C:19]([C:21](O)=[O:22])[CH:18]=[CH:17][N:16]=1.